Dataset: Full USPTO retrosynthesis dataset with 1.9M reactions from patents (1976-2016). Task: Predict the reactants needed to synthesize the given product. (1) Given the product [Cl:1][C:2]1[CH:7]=[CH:6][CH:5]=[CH:4][C:3]=1[C:8]1[N:12]([C:13]2[C:20]3[S:19][C:18]([NH:21][C:23]4[O:24][C:25]([N+:28]([O-:30])=[O:29])=[CH:26][CH:27]=4)=[N:17][C:16]=3[NH:15][N:14]=2)[CH:11]=[N:10][CH:9]=1, predict the reactants needed to synthesize it. The reactants are: [Cl:1][C:2]1[CH:7]=[CH:6][CH:5]=[CH:4][C:3]=1[C:8]1[N:12]([C:13]2[C:20]3[S:19][C:18]([NH2:21])=[N:17][C:16]=3[NH:15][N:14]=2)[CH:11]=[N:10][CH:9]=1.Br[C:23]1[O:24][C:25]([N+:28]([O-:30])=[O:29])=[CH:26][CH:27]=1.[H-].[Na+]. (2) Given the product [C:18]([O:22][C:23]([N:15]1[CH2:14][CH2:13][CH:12]([C:10](=[O:11])[CH2:9][C:4]2[CH:5]=[CH:6][CH:7]=[CH:8][C:3]=2[Br:2])[CH2:17][CH2:16]1)=[O:24])([CH3:21])([CH3:20])[CH3:19], predict the reactants needed to synthesize it. The reactants are: Cl.[Br:2][C:3]1[CH:8]=[CH:7][CH:6]=[CH:5][C:4]=1[CH2:9][C:10]([CH:12]1[CH2:17][CH2:16][NH:15][CH2:14][CH2:13]1)=[O:11].[C:18]([O:22][C:23](O[C:23]([O:22][C:18]([CH3:21])([CH3:20])[CH3:19])=[O:24])=[O:24])([CH3:21])([CH3:20])[CH3:19].O.C(OCC)(=O)C.